This data is from Forward reaction prediction with 1.9M reactions from USPTO patents (1976-2016). The task is: Predict the product of the given reaction. (1) Given the reactants [C:1]([OH:12])(=O)/[CH:2]=[CH:3]/[CH2:4][CH2:5][CH2:6][CH2:7][CH2:8][CH2:9][CH3:10].[CH2:13]([N:17]([CH2:21][CH2:22][CH2:23][CH3:24])[CH2:18][CH2:19][NH2:20])[CH2:14][CH2:15][CH3:16], predict the reaction product. The product is: [CH2:13]([N:17]([CH2:21][CH2:22][CH2:23][CH3:24])[CH2:18][CH2:19][NH:20][C:1](=[O:12])/[CH:2]=[CH:3]/[CH2:4][CH2:5][CH2:6][CH2:7][CH2:8][CH2:9][CH3:10])[CH2:14][CH2:15][CH3:16]. (2) Given the reactants O1CCN(CCC#N)CC1.[CH:11]([C:13]1[CH:14]=[C:15]([CH:31]=[CH:32][C:33]=1[O:34][CH3:35])[O:16][CH2:17][C:18]1[CH:30]=[CH:29][C:21]([C:22]([O:24]C(C)(C)C)=[O:23])=[CH:20][CH:19]=1)=O.Cl.[NH2:37][C:38]1C=CC=[CH:40][CH:39]=1.Cl.[NH2:45][C:46]([NH2:48])=[NH:47], predict the reaction product. The product is: [NH2:48][C:46]1[N:47]=[C:38]([NH2:37])[C:39]([CH2:11][C:13]2[CH:14]=[C:15]([O:16][CH2:17][C:18]3[CH:19]=[CH:20][C:21]([C:22]([OH:24])=[O:23])=[CH:29][CH:30]=3)[CH:31]=[CH:32][C:33]=2[O:34][CH3:35])=[CH:40][N:45]=1. (3) Given the reactants C1(C(C2C=CC=CC=2)=[N:8][C:9]2[S:10][C:11]([S:14]([N:17]3[CH2:22][CH2:21][NH:20][C@@H:19]([CH2:23][CH:24]4[CH2:29][CH2:28][O:27][CH2:26][CH2:25]4)[CH2:18]3)(=[O:16])=[O:15])=[CH:12][CH:13]=2)C=CC=CC=1.Cl[C:37]1[N:42]=[CH:41][C:40]([C:43]([OH:52])([C:48]([F:51])([F:50])[F:49])[C:44]([F:47])([F:46])[F:45])=[CH:39][N:38]=1.CCN(C(C)C)C(C)C, predict the reaction product. The product is: [NH2:8][C:9]1[S:10][C:11]([S:14]([N:17]2[CH2:22][CH2:21][N:20]([C:37]3[N:38]=[CH:39][C:40]([C:43]([OH:52])([C:44]([F:45])([F:46])[F:47])[C:48]([F:50])([F:51])[F:49])=[CH:41][N:42]=3)[C@@H:19]([CH2:23][CH:24]3[CH2:29][CH2:28][O:27][CH2:26][CH2:25]3)[CH2:18]2)(=[O:15])=[O:16])=[CH:12][CH:13]=1. (4) Given the reactants [CH3:1][O:2][C:3]1[CH:4]=[C:5]2[C:10](=[CH:11][C:12]=1[O:13][CH3:14])[N:9]=[CH:8][CH:7]=[C:6]2[O:15][C:16]1[CH:22]=[CH:21][C:19]([NH2:20])=[CH:18][CH:17]=1.Cl[C:24](Cl)([O:26]C(=O)OC(Cl)(Cl)Cl)Cl.[N:35]1([CH2:41][CH2:42][CH:43]([OH:47])[CH2:44][CH2:45][CH3:46])[CH2:40][CH2:39][CH2:38][CH2:37][CH2:36]1.C(=O)(O)[O-].[Na+], predict the reaction product. The product is: [CH3:1][O:2][C:3]1[CH:4]=[C:5]2[C:10](=[CH:11][C:12]=1[O:13][CH3:14])[N:9]=[CH:8][CH:7]=[C:6]2[O:15][C:16]1[CH:22]=[CH:21][C:19]([NH:20][C:24](=[O:26])[O:47][CH:43]([CH2:42][CH2:41][N:35]2[CH2:40][CH2:39][CH2:38][CH2:37][CH2:36]2)[CH2:44][CH2:45][CH3:46])=[CH:18][CH:17]=1. (5) Given the reactants [O:1]=[O+][O-].[Cl:4][C:5]1[CH:10]=[CH:9][C:8]([C:11]2[N:16]=[C:15]([NH:17][CH2:18][C:19]3[O:20]C=CC=3)[C:14]([CH2:24][C:25](C)=[CH2:26])=[C:13]([C:28]([O:30][CH3:31])=[O:29])[N:12]=2)=[CH:7][C:6]=1[F:32], predict the reaction product. The product is: [C:19]([CH2:18][N:17]1[C:15]2[N:16]=[C:11]([C:8]3[CH:9]=[CH:10][C:5]([Cl:4])=[C:6]([F:32])[CH:7]=3)[N:12]=[C:13]([C:28]([O:30][CH3:31])=[O:29])[C:14]=2[CH:24]=[C:25]1[CH3:26])([OH:20])=[O:1]. (6) Given the reactants O[CH2:2][CH2:3][N:4]([CH:30]([CH3:32])[CH3:31])[C:5]([C:7]1[C:12]([O:13][CH2:14][C:15]2[CH:20]=[CH:19][CH:18]=[CH:17][CH:16]=2)=[C:11]([OH:21])[N:10]=[C:9]([CH2:22][C:23]2[CH:28]=[CH:27][CH:26]=[CH:25][C:24]=2[Br:29])[N:8]=1)=[O:6].C1(P(C2C=CC=CC=2)C2C=CC=CC=2)C=CC=CC=1.CCOC(/N=N/C(OCC)=O)=O, predict the reaction product. The product is: [CH2:14]([O:13][C:12]1[C:11](=[O:21])[N:10]=[C:9]([CH2:22][C:23]2[CH:28]=[CH:27][CH:26]=[CH:25][C:24]=2[Br:29])[N:8]2[CH2:2][CH2:3][N:4]([CH:30]([CH3:32])[CH3:31])[C:5](=[O:6])[C:7]=12)[C:15]1[CH:16]=[CH:17][CH:18]=[CH:19][CH:20]=1. (7) Given the reactants [CH3:1][S:2][C:3]1[CH:4]=[CH:5][C:6]([CH:9]([CH2:14][CH:15]2[CH2:20][CH2:19][O:18][CH2:17][CH2:16]2)[C:10](=[O:13])[CH:11]=[CH2:12])=[N:7][CH:8]=1.[N:21]1[CH:26]=[CH:25][CH:24]=[CH:23][C:22]=1[CH:27]=[O:28].C(N(CC)CC)C, predict the reaction product. The product is: [CH3:1][S:2][C:3]1[CH:4]=[CH:5][C:6]([CH:9]([CH2:14][CH:15]2[CH2:16][CH2:17][O:18][CH2:19][CH2:20]2)[C:10](=[O:13])[CH2:11][CH2:12][C:27]([C:22]2[CH:23]=[CH:24][CH:25]=[CH:26][N:21]=2)=[O:28])=[N:7][CH:8]=1.